This data is from Full USPTO retrosynthesis dataset with 1.9M reactions from patents (1976-2016). The task is: Predict the reactants needed to synthesize the given product. Given the product [Cl:1][C:2]1[N:6]2[CH:7]=[C:8]([Cl:15])[CH:9]=[C:10]([C:11]([F:12])([F:13])[F:14])[C:5]2=[N:4][C:3]=1[C:16]([N:24]1[CH2:25][CH2:26][CH:27]([N:30]2[CH2:34][CH2:33][CH2:32][C:31]2=[O:35])[CH2:28][CH2:29]1)=[O:18], predict the reactants needed to synthesize it. The reactants are: [Cl:1][C:2]1[N:6]2[CH:7]=[C:8]([Cl:15])[CH:9]=[C:10]([C:11]([F:14])([F:13])[F:12])[C:5]2=[N:4][C:3]=1[C:16]([O:18]CC)=O.[OH-].[Na+].Cl.[NH:24]1[CH2:29][CH2:28][CH:27]([N:30]2[CH2:34][CH2:33][CH2:32][C:31]2=[O:35])[CH2:26][CH2:25]1.C(N(C(C)C)C(C)C)C.F[P-](F)(F)(F)(F)F.CN(C(ON1C2=NC=CC=C2N=N1)=[N+](C)C)C.